This data is from Peptide-MHC class I binding affinity with 185,985 pairs from IEDB/IMGT. The task is: Regression. Given a peptide amino acid sequence and an MHC pseudo amino acid sequence, predict their binding affinity value. This is MHC class I binding data. (1) The peptide sequence is SGKDHVSTL. The MHC is H-2-Db with pseudo-sequence H-2-Db. The binding affinity (normalized) is 0. (2) The MHC is Mamu-B08 with pseudo-sequence Mamu-B08. The binding affinity (normalized) is 0.855. The peptide sequence is KRLTARGLL.